This data is from Forward reaction prediction with 1.9M reactions from USPTO patents (1976-2016). The task is: Predict the product of the given reaction. Given the reactants [CH3:1][C:2]([CH3:8])([CH2:5][CH2:6][OH:7])[CH2:3][OH:4].N1C=CN=C1.[Si:14](Cl)([C:17]([CH3:20])([CH3:19])[CH3:18])([CH3:16])[CH3:15], predict the reaction product. The product is: [Si:14]([O:7][CH2:6][CH2:5][C:2]([CH3:8])([CH3:1])[CH2:3][OH:4])([C:17]([CH3:20])([CH3:19])[CH3:18])([CH3:16])[CH3:15].